The task is: Predict which catalyst facilitates the given reaction.. This data is from Catalyst prediction with 721,799 reactions and 888 catalyst types from USPTO. (1) Reactant: [NH2:1][C:2]1[C:7]([C:8](=[O:10])[CH3:9])=[CH:6][CH:5]=[CH:4][N:3]=1.[C:11]([O:15][C:16](O[C:16]([O:15][C:11]([CH3:14])([CH3:13])[CH3:12])=[O:17])=[O:17])([CH3:14])([CH3:13])[CH3:12]. Product: [C:11]([O:15][C:16](=[O:17])[NH:1][C:2]1[C:7]([C:8](=[O:10])[CH3:9])=[CH:6][CH:5]=[CH:4][N:3]=1)([CH3:14])([CH3:13])[CH3:12]. The catalyst class is: 107. (2) The catalyst class is: 5. Reactant: [CH3:1][O:2][C:3]1[C:20]([N+:21]([O-:23])=[O:22])=[CH:19][C:6]2[NH:7][C:8](=[O:18])[CH2:9][N:10](C(=O)C(F)(F)F)[CH2:11][C:5]=2[CH:4]=1.N.CO. Product: [CH3:1][O:2][C:3]1[C:20]([N+:21]([O-:23])=[O:22])=[CH:19][C:6]2[NH:7][C:8](=[O:18])[CH2:9][NH:10][CH2:11][C:5]=2[CH:4]=1. (3) Reactant: [N:1]1[CH:6]=[CH:5][C:4]([C:7]2[C:8]([C:16]3[CH:17]=[C:18]([NH2:22])[CH:19]=[CH:20][CH:21]=3)=[N:9][N:10]3[CH2:15][CH2:14][CH2:13][S:12][C:11]=23)=[CH:3][CH:2]=1.C(N(CC)CC)C.[C:30]1([O:36][C:37](Cl)=[O:38])[CH:35]=[CH:34][CH:33]=[CH:32][CH:31]=1. Product: [C:30]1([O:36][C:37](=[O:38])[NH:22][C:18]2[CH:19]=[CH:20][CH:21]=[C:16]([C:8]3[C:7]([C:4]4[CH:5]=[CH:6][N:1]=[CH:2][CH:3]=4)=[C:11]4[S:12][CH2:13][CH2:14][CH2:15][N:10]4[N:9]=3)[CH:17]=2)[CH:35]=[CH:34][CH:33]=[CH:32][CH:31]=1. The catalyst class is: 2.